Task: Predict the reaction yield, written as a fraction of the theoretical maximum amount of product (1.0 means a 100% yield; for example, 0.34 means a 34% yield).. Dataset: Reaction yield outcomes from USPTO patents with 853,638 reactions The reactants are Br[C:2]1[CH:7]=[CH:6][C:5]([Br:8])=[CH:4][CH:3]=1.[Li]CCCC.[N:14]1[CH:19]=[CH:18][CH:17]=[N:16][C:15]=1[N:20]1[CH2:25][CH2:24][C:23](=[O:26])[CH2:22][CH2:21]1. The catalyst is C1COCC1. The product is [Br:8][C:5]1[CH:6]=[CH:7][C:2]([C:23]2([OH:26])[CH2:22][CH2:21][N:20]([C:15]3[N:16]=[CH:17][CH:18]=[CH:19][N:14]=3)[CH2:25][CH2:24]2)=[CH:3][CH:4]=1. The yield is 0.930.